From a dataset of Reaction yield outcomes from USPTO patents with 853,638 reactions. Predict the reaction yield, written as a fraction of the theoretical maximum amount of product (1.0 means a 100% yield; for example, 0.34 means a 34% yield). The yield is 0.670. No catalyst specified. The reactants are [Cl:1][C:2]1[CH:3]=[C:4]([N:9]2[C@@H:16]3[C@@H:11]([CH2:12][CH2:13][NH:14][CH2:15]3)[CH2:10]2)[CH:5]=[N:6][C:7]=1[Cl:8].O.[CH3:18][C:19]1[CH:24]=[CH:23][C:22]([S:25]([OH:28])(=[O:27])=[O:26])=[CH:21][CH:20]=1. The product is [CH3:18][C:19]1[CH:20]=[CH:21][C:22]([S:25]([OH:28])(=[O:27])=[O:26])=[CH:23][CH:24]=1.[Cl:1][C:2]1[CH:3]=[C:4]([N:9]2[C@@H:16]3[C@@H:11]([CH2:12][CH2:13][NH:14][CH2:15]3)[CH2:10]2)[CH:5]=[N:6][C:7]=1[Cl:8].